This data is from Forward reaction prediction with 1.9M reactions from USPTO patents (1976-2016). The task is: Predict the product of the given reaction. Given the reactants [CH2:1]([N:3]1[C:7]([CH:8]=O)=[CH:6][CH:5]=[C:4]1[C:10]#[N:11])[CH3:2].[CH3:12][N:13]([CH2:15][C:16]1[C:24]2[O:23][N:22]=[C:21]([CH2:25][CH2:26][CH:27]3[CH2:32][CH2:31][NH:30][CH2:29][CH2:28]3)[C:20]=2[CH:19]=[CH:18][C:17]=1[O:33][CH2:34][CH:35]1[CH2:37][CH2:36]1)[CH3:14], predict the reaction product. The product is: [CH:35]1([CH2:34][O:33][C:17]2[CH:18]=[CH:19][C:20]3[C:21]([CH2:25][CH2:26][CH:27]4[CH2:32][CH2:31][N:30]([CH2:8][C:7]5[N:3]([CH2:1][CH3:2])[C:4]([C:10]#[N:11])=[CH:5][CH:6]=5)[CH2:29][CH2:28]4)=[N:22][O:23][C:24]=3[C:16]=2[CH2:15][N:13]([CH3:14])[CH3:12])[CH2:37][CH2:36]1.